From a dataset of Peptide-MHC class II binding affinity with 134,281 pairs from IEDB. Regression. Given a peptide amino acid sequence and an MHC pseudo amino acid sequence, predict their binding affinity value. This is MHC class II binding data. The peptide sequence is YEGLSYRSLQPEEFA. The MHC is DRB1_1602 with pseudo-sequence DRB1_1602. The binding affinity (normalized) is 0.322.